Dataset: TCR-epitope binding with 47,182 pairs between 192 epitopes and 23,139 TCRs. Task: Binary Classification. Given a T-cell receptor sequence (or CDR3 region) and an epitope sequence, predict whether binding occurs between them. The epitope is LVLSVNPYV. The TCR CDR3 sequence is CASGHRARALNYGYTF. Result: 0 (the TCR does not bind to the epitope).